This data is from Full USPTO retrosynthesis dataset with 1.9M reactions from patents (1976-2016). The task is: Predict the reactants needed to synthesize the given product. (1) Given the product [NH2:7][CH2:8][CH2:9][NH:10][C:11]([N:13]1[CH2:18][CH2:17][CH2:16][CH:15]([NH:19][CH2:20][C:21]2[CH:30]=[C:29]3[C:24]([CH2:25][CH2:26][C:27](=[O:32])[N:28]3[CH3:31])=[CH:23][C:22]=2[O:33][CH3:34])[CH:14]1[C:35]1[CH:36]=[CH:37][CH:38]=[CH:39][CH:40]=1)=[S:12], predict the reactants needed to synthesize it. The reactants are: C(OC(=O)[NH:7][CH2:8][CH2:9][NH:10][C:11]([N:13]1[CH2:18][CH2:17][CH2:16][C@H:15]([NH:19][CH2:20][C:21]2[CH:30]=[C:29]3[C:24]([CH2:25][CH2:26][C:27](=[O:32])[N:28]3[CH3:31])=[CH:23][C:22]=2[O:33][CH3:34])[C@@H:14]1[C:35]1[CH:40]=[CH:39][CH:38]=[CH:37][CH:36]=1)=[S:12])(C)(C)C. (2) The reactants are: [Br:1][C:2]1[CH:11]=[CH:10][C:9]2[NH:8][C:7](=S)[CH2:6][CH2:5][C:4]=2[C:3]=1[C:13]#[N:14].[C:15]([NH:18][NH2:19])(=O)[CH3:16]. Given the product [Br:1][C:2]1[CH:11]=[CH:10][C:9]2[N:8]3[C:15]([CH3:16])=[N:18][N:19]=[C:7]3[CH2:6][CH2:5][C:4]=2[C:3]=1[C:13]#[N:14], predict the reactants needed to synthesize it. (3) Given the product [ClH:16].[F:1][C:2]1[CH:7]=[C:6]([F:8])[CH:5]=[CH:4][C:3]=1[C@@H:9]1[CH2:12][CH2:11][C@@H:10]1[NH2:13], predict the reactants needed to synthesize it. The reactants are: [F:1][C:2]1[CH:7]=[C:6]([F:8])[CH:5]=[CH:4][C:3]=1[C@@H:9]1[CH2:12][CH2:11][C@@H:10]1[NH:13]C=O.[ClH:16]. (4) Given the product [Br-:35].[C:10]([C:9]([C:18]1[CH:19]=[CH:20][CH:21]=[CH:22][CH:23]=1)([C:12]1[CH:13]=[CH:14][CH:15]=[CH:16][CH:17]=1)[C:4]12[CH2:5][CH2:6][N+:1]([CH2:34][CH2:33][CH2:32][O:31][CH2:30][C:24]3[CH:29]=[CH:28][CH:27]=[CH:26][CH:25]=3)([CH2:2][CH2:3]1)[CH2:8][CH2:7]2)#[N:11], predict the reactants needed to synthesize it. The reactants are: [N:1]12[CH2:8][CH2:7][C:4]([C:9]([C:18]3[CH:23]=[CH:22][CH:21]=[CH:20][CH:19]=3)([C:12]3[CH:17]=[CH:16][CH:15]=[CH:14][CH:13]=3)[C:10]#[N:11])([CH2:5][CH2:6]1)[CH2:3][CH2:2]2.[C:24]1([CH2:30][O:31][CH2:32][CH2:33][CH2:34][Br:35])[CH:29]=[CH:28][CH:27]=[CH:26][CH:25]=1. (5) Given the product [C:1]([C:5]1[CH:10]=[C:9]([S:11][C:17]2([S:11][C:9]3[CH:8]=[C:7]([C:12]([CH3:13])([CH3:14])[CH3:15])[C:6]([OH:16])=[C:5]([C:1]([CH3:4])([CH3:3])[CH3:2])[CH:10]=3)[CH2:21][CH2:20][CH2:19][CH2:18]2)[CH:8]=[C:7]([C:12]([CH3:15])([CH3:14])[CH3:13])[C:6]=1[OH:16])([CH3:4])([CH3:3])[CH3:2], predict the reactants needed to synthesize it. The reactants are: [C:1]([C:5]1[CH:10]=[C:9]([SH:11])[CH:8]=[C:7]([C:12]([CH3:15])([CH3:14])[CH3:13])[C:6]=1[OH:16])([CH3:4])([CH3:3])[CH3:2].[C:17]1(=O)[CH2:21][CH2:20][CH2:19][CH2:18]1.Cl. (6) Given the product [CH3:1][O:2][C:3]1[CH:4]=[CH:5][C:6]2[O:11][CH2:10][CH:9]([C:12]3[CH:17]=[CH:16][CH:15]=[CH:14][CH:13]=3)[N:8]([CH2:18][CH2:19][NH:20][C:22](=[O:24])[CH3:23])[C:7]=2[CH:21]=1, predict the reactants needed to synthesize it. The reactants are: [CH3:1][O:2][C:3]1[CH:4]=[CH:5][C:6]2[O:11][CH2:10][CH:9]([C:12]3[CH:17]=[CH:16][CH:15]=[CH:14][CH:13]=3)[N:8]([CH2:18][C:19]#[N:20])[C:7]=2[CH:21]=1.[C:22]([O-])(=[O:24])[CH3:23].[Na+].